This data is from CYP2D6 inhibition data for predicting drug metabolism from PubChem BioAssay. The task is: Regression/Classification. Given a drug SMILES string, predict its absorption, distribution, metabolism, or excretion properties. Task type varies by dataset: regression for continuous measurements (e.g., permeability, clearance, half-life) or binary classification for categorical outcomes (e.g., BBB penetration, CYP inhibition). Dataset: cyp2d6_veith. (1) The compound is Oc1cc2c(cc1O)CN(C(=S)NCCc1ccc(Cl)cc1)CCC2. The result is 1 (inhibitor). (2) The compound is O=C1C(Cl)=C(Nc2ccc(S(=O)(=O)Nc3ccccn3)cc2)C(=O)c2ccccc21. The result is 1 (inhibitor). (3) The compound is CC(=O)N1CCC2(CCN(Cc3cc(C(F)(F)F)cc(C(F)(F)F)c3)CC2)CC1. The result is 0 (non-inhibitor). (4) The drug is Cc1ccc(OCC(=O)c2c(O)c3ccccc3oc2=O)cc1C. The result is 0 (non-inhibitor). (5) The compound is COC(Cc1nnc(SC)n1-c1ccccc1)OC. The result is 0 (non-inhibitor).